Dataset: Reaction yield outcomes from USPTO patents with 853,638 reactions. Task: Predict the reaction yield, written as a fraction of the theoretical maximum amount of product (1.0 means a 100% yield; for example, 0.34 means a 34% yield). (1) The reactants are [Br-:1].[Br-].[Br-].C1([N+](C)(C)C)C=CC=CC=1.C1([N+](C)(C)C)C=CC=CC=1.C1([N+](C)(C)C)C=CC=CC=1.[C:34]([C:37]1[CH:38]=[CH:39][C:40]([O:60][CH2:61][C:62]2[CH:67]=[CH:66][CH:65]=[CH:64][CH:63]=2)=[C:41]([CH:59]=1)[C:42]([NH:44][C:45]1[CH:50]=[C:49]([C:51]([F:54])([F:53])[F:52])[CH:48]=[C:47]([C:55]([F:58])([F:57])[F:56])[CH:46]=1)=[O:43])(=[O:36])[CH3:35].O. The catalyst is O1CCCC1. The product is [CH2:61]([O:60][C:40]1[CH:39]=[CH:38][C:37]([C:34](=[O:36])[CH2:35][Br:1])=[CH:59][C:41]=1[C:42]([NH:44][C:45]1[CH:50]=[C:49]([C:51]([F:53])([F:52])[F:54])[CH:48]=[C:47]([C:55]([F:58])([F:57])[F:56])[CH:46]=1)=[O:43])[C:62]1[CH:67]=[CH:66][CH:65]=[CH:64][CH:63]=1. The yield is 0.427. (2) The reactants are [NH2:1][C:2]1[C:3]2[N:4]([C:8]([C@@H:27]3[CH2:32][CH2:31][CH2:30][CH2:29][NH:28]3)=[N:9][C:10]=2[C:11]2[CH:26]=[CH:25][C:14]([C:15]([NH:17][C:18]3[N:23]=[C:22]([CH3:24])[CH:21]=[CH:20][N:19]=3)=[O:16])=[CH:13][CH:12]=2)[CH:5]=[CH:6][N:7]=1.[C:33](Cl)(=[O:36])[CH:34]=[CH2:35]. No catalyst specified. The product is [C:33]([N:28]1[CH2:29][CH2:30][CH2:31][CH2:32][C@H:27]1[C:8]1[N:4]2[CH:5]=[CH:6][N:7]=[C:2]([NH2:1])[C:3]2=[C:10]([C:11]2[CH:26]=[CH:25][C:14]([C:15]([NH:17][C:18]3[N:23]=[C:22]([CH3:24])[CH:21]=[CH:20][N:19]=3)=[O:16])=[CH:13][CH:12]=2)[N:9]=1)(=[O:36])[CH:34]=[CH2:35]. The yield is 0.274. (3) The reactants are [H-].[Na+].[OH:3][CH:4]([CH3:24])[CH:5]([N:7]1[C:11]2=[N:12][CH:13]=[CH:14][CH:15]=[C:10]2[C:9]([C:16]([O:18][C:19]([CH3:22])([CH3:21])[CH3:20])=[O:17])=[C:8]1[CH3:23])[CH3:6].[CH3:25]I.[NH4+].[Cl-]. The catalyst is C1COCC1. The product is [C:19]([O:18][C:16]([C:9]1[C:10]2[C:11](=[N:12][CH:13]=[CH:14][CH:15]=2)[N:7]([CH:5]([CH:4]([O:3][CH3:25])[CH3:24])[CH3:6])[C:8]=1[CH3:23])=[O:17])([CH3:22])([CH3:21])[CH3:20]. The yield is 1.00. (4) The reactants are [Br-].[CH2:2]([C:4]1([O:9][C:10](=[O:34])[CH2:11][O:12][C:13]2[C:18]([CH3:19])=[CH:17][C:16]([S+:20]3[C:24]4[CH:25]=[CH:26][CH:27]=[CH:28][C:23]=4[C:22]4[CH:29]=[CH:30][CH:31]=[CH:32][C:21]3=4)=[CH:15][C:14]=2[CH3:33])[CH2:8][CH2:7][CH2:6][CH2:5]1)[CH3:3].[OH:35][C:36]12[CH2:45][CH:40]3[CH2:41][CH:42]([CH2:44][CH:38]([CH2:39]3)[CH2:37]1)[CH2:43]2.[Na].[C:47]([O:50][CH:51]([CH3:62])[C:52]([F:61])([F:60])[C:53]([F:59])([F:58])[S:54]([O-:57])(=[O:56])=[O:55])(=[O:49])[CH3:48].O. The catalyst is ClCCl. The product is [OH:35][C:36]12[CH2:37][CH:38]3[CH2:44][CH:42]([CH2:41][C:40]([CH2:48][C:47]([O:50][CH:51]([CH3:62])[C:52]([F:61])([F:60])[C:53]([F:59])([F:58])[S:54]([O-:57])(=[O:56])=[O:55])=[O:49])([CH2:39]3)[CH2:45]1)[CH2:43]2.[CH2:2]([C:4]1([O:9][C:10](=[O:34])[CH2:11][O:12][C:13]2[C:14]([CH3:33])=[CH:15][C:16]([S+:20]3[C:21]4[CH:32]=[CH:31][CH:30]=[CH:29][C:22]=4[C:23]4[CH:28]=[CH:27][CH:26]=[CH:25][C:24]3=4)=[CH:17][C:18]=2[CH3:19])[CH2:8][CH2:7][CH2:6][CH2:5]1)[CH3:3]. The yield is 0.910. (5) The reactants are [CH2:1]([O:8][C@H:9]1[C@H:15]([O:16][CH2:17][C:18]2[CH:23]=[CH:22][CH:21]=[CH:20][CH:19]=2)[C@@H:14]([O:24][CH2:25][C:26]2[CH:31]=[CH:30][CH:29]=[CH:28][CH:27]=2)[C@:13]2([C:33]3[CH:38]=[CH:37][C:36]([Cl:39])=[C:35]([CH2:40][C:41]4[CH:46]=[CH:45][C:44]([O:47][CH2:48][CH3:49])=[CH:43][CH:42]=4)[CH:34]=3)[O:32][C@:10]1([CH:50]1[CH2:52][O:51]1)[CH2:11][O:12]2)[C:2]1[CH:7]=[CH:6][CH:5]=[CH:4][CH:3]=1.[OH-].[NH4+:54]. The catalyst is CO.O1CCCC1. The product is [NH2:54][CH2:52][CH:50]([C@:10]12[O:32][C@:13]([C:33]3[CH:38]=[CH:37][C:36]([Cl:39])=[C:35]([CH2:40][C:41]4[CH:46]=[CH:45][C:44]([O:47][CH2:48][CH3:49])=[CH:43][CH:42]=4)[CH:34]=3)([O:12][CH2:11]1)[C@H:14]([O:24][CH2:25][C:26]1[CH:27]=[CH:28][CH:29]=[CH:30][CH:31]=1)[C@@H:15]([O:16][CH2:17][C:18]1[CH:23]=[CH:22][CH:21]=[CH:20][CH:19]=1)[C@@H:9]2[O:8][CH2:1][C:2]1[CH:3]=[CH:4][CH:5]=[CH:6][CH:7]=1)[OH:51]. The yield is 0.512. (6) The reactants are Br[C:2]1[CH:7]=[CH:6][C:5]([Cl:8])=[CH:4][CH:3]=1.[NH:9]1[CH2:14][CH2:13][CH:12]([N:15]([CH3:23])[C:16](=[O:22])[O:17][C:18]([CH3:21])([CH3:20])[CH3:19])[CH2:11][CH2:10]1.CC(C)([O-])C.[Na+].C(OCC)(=O)C. The catalyst is C1(C)C=CC=CC=1.C([O-])(=O)C.[Pd+2].C([O-])(=O)C.C1C=CC(P(C2C=CC3C(=CC=CC=3)C=2C2C3C(=CC=CC=3)C=CC=2P(C2C=CC=CC=2)C2C=CC=CC=2)C2C=CC=CC=2)=CC=1.O. The product is [Cl:8][C:5]1[CH:6]=[CH:7][C:2]([N:9]2[CH2:10][CH2:11][CH:12]([N:15]([CH3:23])[C:16](=[O:22])[O:17][C:18]([CH3:19])([CH3:20])[CH3:21])[CH2:13][CH2:14]2)=[CH:3][CH:4]=1. The yield is 0.890. (7) The reactants are [F:1][C:2]1[CH:24]=[C:23]([N+:25]([O-])=O)[CH:22]=[CH:21][C:3]=1[O:4][C:5]1[C:10]2=[C:11]([CH3:20])[C:12]([O:14][CH2:15][CH2:16][N:17]([CH3:19])[CH3:18])=[CH:13][N:9]2[N:8]=[CH:7][N:6]=1.Cl.Cl.FC1C=C(NC(NC(=O)CC2C=CC(F)=CC=2)=S)C=CC=1OC1C2=C(C)C(OCCN3CCN(C)CC3)=CN2N=CN=1. No catalyst specified. The product is [CH3:18][N:17]([CH3:19])[CH2:16][CH2:15][O:14][C:12]1[C:11]([CH3:20])=[C:10]2[N:9]([CH:13]=1)[N:8]=[CH:7][N:6]=[C:5]2[O:4][C:3]1[CH:21]=[CH:22][C:23]([NH2:25])=[CH:24][C:2]=1[F:1]. The yield is 1.00. (8) The catalyst is CN(C=O)C. The yield is 0.700. The reactants are Cl.Cl.[F:3][C:4]1[CH:5]=[C:6]([C@@H:11]2[CH2:15][N:14]([C@@H:16]([CH2:21][O:22][CH3:23])[C:17]([F:20])([F:19])[F:18])[CH2:13][C@H:12]2[NH2:24])[CH:7]=[CH:8][C:9]=1[F:10].[CH2:25]([O:27][C:28]1[C:32]([CH3:33])=[C:31]([NH:34][C:35](=O)[O:36]C2C=CC=CC=2)[N:30]([C:44]2[CH:49]=[CH:48][CH:47]=[CH:46][CH:45]=2)[N:29]=1)[CH3:26].CCN(C(C)C)C(C)C. The product is [F:3][C:4]1[CH:5]=[C:6]([C@@H:11]2[CH2:15][N:14]([C@@H:16]([CH2:21][O:22][CH3:23])[C:17]([F:18])([F:19])[F:20])[CH2:13][C@H:12]2[NH:24][C:35]([NH:34][C:31]2[N:30]([C:44]3[CH:49]=[CH:48][CH:47]=[CH:46][CH:45]=3)[N:29]=[C:28]([O:27][CH2:25][CH3:26])[C:32]=2[CH3:33])=[O:36])[CH:7]=[CH:8][C:9]=1[F:10].